From a dataset of NCI-60 drug combinations with 297,098 pairs across 59 cell lines. Regression. Given two drug SMILES strings and cell line genomic features, predict the synergy score measuring deviation from expected non-interaction effect. (1) Drug 1: C#CCC(CC1=CN=C2C(=N1)C(=NC(=N2)N)N)C3=CC=C(C=C3)C(=O)NC(CCC(=O)O)C(=O)O. Drug 2: COC1=C2C(=CC3=C1OC=C3)C=CC(=O)O2. Cell line: HOP-92. Synergy scores: CSS=3.97, Synergy_ZIP=-0.207, Synergy_Bliss=0.740, Synergy_Loewe=3.86, Synergy_HSA=0.622. (2) Drug 1: CC12CCC3C(C1CCC2=O)CC(=C)C4=CC(=O)C=CC34C. Drug 2: CCCS(=O)(=O)NC1=C(C(=C(C=C1)F)C(=O)C2=CNC3=C2C=C(C=N3)C4=CC=C(C=C4)Cl)F. Cell line: MALME-3M. Synergy scores: CSS=51.4, Synergy_ZIP=-5.17, Synergy_Bliss=-6.72, Synergy_Loewe=-6.71, Synergy_HSA=-4.86.